This data is from Reaction yield outcomes from USPTO patents with 853,638 reactions. The task is: Predict the reaction yield, written as a fraction of the theoretical maximum amount of product (1.0 means a 100% yield; for example, 0.34 means a 34% yield). (1) The reactants are C(OC([N:6]1[CH2:10][CH2:9][C:8]([OH:21])([C:11]2[CH:16]=[CH:15][C:14]([C:17]([F:20])([F:19])[F:18])=[CH:13][CH:12]=2)[CH2:7]1)=O)C.[OH-].[K+]. The catalyst is O1CCOCC1.C(O)CCC. The product is [F:20][C:17]([F:18])([F:19])[C:14]1[CH:13]=[CH:12][C:11]([C:8]2([OH:21])[CH2:9][CH2:10][NH:6][CH2:7]2)=[CH:16][CH:15]=1. The yield is 0.570. (2) The reactants are Br[C:2]1[C:6]2[N:7]=[CH:8][N:9]=[C:10]([O:11][CH3:12])[C:5]=2[S:4][CH:3]=1.[F:13][C:14]1[CH:19]=[CH:18][C:17](B(O)O)=[CH:16][CH:15]=1.C(=O)([O-])[O-].[Cs+].[Cs+]. The catalyst is O1CCOCC1.ClCCl. The product is [F:13][C:14]1[CH:19]=[CH:18][C:17]([C:2]2[C:6]3[N:7]=[CH:8][N:9]=[C:10]([O:11][CH3:12])[C:5]=3[S:4][CH:3]=2)=[CH:16][CH:15]=1. The yield is 0.730. (3) The reactants are [CH3:1][N:2]1[C:6]([CH2:7][O:8][C:9]2[CH:17]=[CH:16][C:12]([C:13]([OH:15])=O)=[CH:11][N:10]=2)=[C:5]([C:18]2[CH:23]=[CH:22][CH:21]=[CH:20][CH:19]=2)[N:4]=[N:3]1.[NH2:24][N:25]1[CH2:30][CH2:29][O:28][CH2:27][CH2:26]1. No catalyst specified. The product is [CH3:1][N:2]1[C:6]([CH2:7][O:8][C:9]2[CH:17]=[CH:16][C:12]([C:13]([NH:24][N:25]3[CH2:30][CH2:29][O:28][CH2:27][CH2:26]3)=[O:15])=[CH:11][N:10]=2)=[C:5]([C:18]2[CH:23]=[CH:22][CH:21]=[CH:20][CH:19]=2)[N:4]=[N:3]1. The yield is 0.840. (4) The reactants are [F:1][C:2]1[CH:11]=[C:10]2[C:5]([CH:6]([C:12]([O:14][CH3:15])=[O:13])[CH2:7][CH2:8][O:9]2)=[CH:4][CH:3]=1.[Br:16]N1C(=O)CCC1=O. The catalyst is CN(C=O)C.C(OCC)(=O)C. The product is [Br:16][C:3]1[CH:4]=[C:5]2[C:10](=[CH:11][C:2]=1[F:1])[O:9][CH2:8][CH2:7][CH:6]2[C:12]([O:14][CH3:15])=[O:13]. The yield is 0.898. (5) The reactants are [N+:1]([C:4]1[CH:5]=[C:6]([C:10]2[CH2:11][CH2:12][N:13]([CH2:16][CH2:17][CH2:18][NH:19]C(=O)OC(C)(C)C)[CH2:14][CH:15]=2)[CH:7]=[CH:8][CH:9]=1)([O-:3])=[O:2].Cl. The catalyst is O1CCOCC1. The product is [N+:1]([C:4]1[CH:5]=[C:6]([C:10]2[CH2:15][CH2:14][N:13]([CH2:16][CH2:17][CH2:18][NH2:19])[CH2:12][CH:11]=2)[CH:7]=[CH:8][CH:9]=1)([O-:3])=[O:2]. The yield is 0.970.